Dataset: Catalyst prediction with 721,799 reactions and 888 catalyst types from USPTO. Task: Predict which catalyst facilitates the given reaction. (1) Reactant: CCN(C(C)C)C(C)C.C1([C@H]([N:18]2[CH2:23][CH2:22][O:21][C@H:20]([C@H:24]([C:36]3[CH:41]=[CH:40][CH:39]=[CH:38][CH:37]=3)[S:25][C:26]3[CH:31]=[CH:30][CH:29]=[CH:28][C:27]=3[C:32]([F:35])([F:34])[F:33])[CH2:19]2)C)C=CC=CC=1.ClC(OC(Cl)C)=O. The catalyst class is: 4. Product: [C:36]1([C@H:24]([S:25][C:26]2[CH:31]=[CH:30][CH:29]=[CH:28][C:27]=2[C:32]([F:33])([F:34])[F:35])[C@H:20]2[O:21][CH2:22][CH2:23][NH:18][CH2:19]2)[CH:37]=[CH:38][CH:39]=[CH:40][CH:41]=1. (2) Product: [Br:1][C:2]1[C:3]([C:4]#[N:5])=[CH:6][C:7]([F:11])=[C:8]([NH:13][C@H:14]([CH2:18][C:19]2[CH:24]=[CH:23][CH:22]=[CH:21][N:20]=2)[C:15]([NH2:17])=[O:16])[CH:9]=1. Reactant: [Br:1][C:2]1[CH:9]=[C:8](F)[C:7]([F:11])=[CH:6][C:3]=1[C:4]#[N:5].Cl.[NH2:13][C@H:14]([CH2:18][C:19]1[CH:24]=[CH:23][CH:22]=[CH:21][N:20]=1)[C:15]([NH2:17])=[O:16].CCN(C(C)C)C(C)C.O. The catalyst class is: 197. (3) The catalyst class is: 6. Reactant: Cl.[N:2]1[CH:7]=[CH:6][CH:5]=[CH:4][C:3]=1[C:8]1[S:12][C:11]([S:13]([N:16]2[CH:20]=[CH:19][C:18](/[CH:21]=[CH:22]/[C:23](Cl)=[O:24])=[CH:17]2)(=[O:15])=[O:14])=[CH:10][CH:9]=1.[NH2:26][OH:27]. Product: [OH:27][NH:26][C:23](=[O:24])/[CH:22]=[CH:21]/[C:18]1[CH:19]=[CH:20][N:16]([S:13]([C:11]2[S:12][C:8]([C:3]3[CH:4]=[CH:5][CH:6]=[CH:7][N:2]=3)=[CH:9][CH:10]=2)(=[O:15])=[O:14])[CH:17]=1. (4) The catalyst class is: 18. Product: [NH2:1][C@@H:2]1[C:11]2[C:6](=[CH:7][CH:8]=[CH:9][CH:10]=2)[C@H:5]([O:12][C:16]2[CH:17]=[CH:18][C:19]3[N:20]([C:22]([N:25]([CH3:39])[CH2:26][CH2:27][O:28][Si:29]([CH:33]([CH3:35])[CH3:34])([CH:30]([CH3:32])[CH3:31])[CH:36]([CH3:37])[CH3:38])=[N:23][N:24]=3)[CH:21]=2)[CH2:4][CH2:3]1. Reactant: [NH2:1][C@@H:2]1[C:11]2[C:6](=[CH:7][CH:8]=[CH:9][CH:10]=2)[C@H:5]([OH:12])[CH2:4][CH2:3]1.[H-].[Na+].F[C:16]1[CH:17]=[CH:18][C:19]2[N:20]([C:22]([N:25]([CH3:39])[CH2:26][CH2:27][O:28][Si:29]([CH:36]([CH3:38])[CH3:37])([CH:33]([CH3:35])[CH3:34])[CH:30]([CH3:32])[CH3:31])=[N:23][N:24]=2)[CH:21]=1.[NH4+].[Cl-]. (5) Reactant: [OH:1][C:2]1[CH:3]=[C:4]2[C:8](=[CH:9][CH:10]=1)[NH:7][CH:6]=[CH:5]2.[CH2:11]([O:18][CH2:19][C:20]1[CH:25]=[C:24](Cl)[N:23]=[CH:22][N:21]=1)[C:12]1[CH:17]=[CH:16][CH:15]=[CH:14][CH:13]=1.N12CCCN=C1CCCCC2. Product: [CH2:11]([O:18][CH2:19][C:20]1[N:21]=[CH:22][N:23]=[C:24]([O:1][C:2]2[CH:3]=[C:4]3[C:8](=[CH:9][CH:10]=2)[NH:7][CH:6]=[CH:5]3)[CH:25]=1)[C:12]1[CH:13]=[CH:14][CH:15]=[CH:16][CH:17]=1. The catalyst class is: 10.